This data is from Full USPTO retrosynthesis dataset with 1.9M reactions from patents (1976-2016). The task is: Predict the reactants needed to synthesize the given product. (1) The reactants are: CS(Cl)(=O)=O.O[CH2:7][CH2:8][C:9]1C=C2[C:16](=[CH:17][CH:18]=1)C=C(N1C=CC=[CH:21][C:20]1=[O:25])C=C2.[CH3:26][CH2:27]N(CC)CC. Given the product [CH3:26][CH2:27][O:25][CH2:20][CH3:21].[CH3:7][CH2:8][CH2:9][CH2:18][CH2:17][CH3:16], predict the reactants needed to synthesize it. (2) Given the product [Cl:1][C:2]1[CH:9]=[C:8]([N:10]([C@H:22]2[CH2:26][CH2:25][N:24]([CH:27]3[CH2:31][CH2:30][CH2:29][CH2:28]3)[CH2:23]2)[CH2:11][C:12]2[CH:17]=[CH:16][CH:15]=[CH:14][C:13]=2[C:18]([F:19])([F:20])[F:21])[CH:7]=[CH:6][C:3]=1[C:4]#[N:5], predict the reactants needed to synthesize it. The reactants are: [Cl:1][C:2]1[CH:9]=[C:8]([N:10]([C@H:22]2[CH2:26][CH2:25][NH:24][CH2:23]2)[CH2:11][C:12]2[CH:17]=[CH:16][CH:15]=[CH:14][C:13]=2[C:18]([F:21])([F:20])[F:19])[CH:7]=[CH:6][C:3]=1[C:4]#[N:5].[C:27]1(=O)[CH2:31][CH2:30][CH2:29][CH2:28]1. (3) Given the product [CH2:14]([N:7]1[CH2:8][CH:9]([CH2:10][OH:11])[CH:5]([CH2:3][OH:2])[CH2:6]1)[C:15]1[CH:16]=[CH:17][CH:18]=[CH:19][CH:20]=1, predict the reactants needed to synthesize it. The reactants are: C[O:2][C:3]([CH:5]1[CH:9]([C:10](OC)=[O:11])[CH2:8][N:7]([CH2:14][C:15]2[CH:20]=[CH:19][CH:18]=[CH:17][CH:16]=2)[CH2:6]1)=O.[H-].[H-].[H-].[H-].[Li+].[Al+3]. (4) Given the product [ClH:18].[ClH:18].[CH2:11]1[C@@H:10]2[CH2:9][NH:8][CH2:17][CH2:16][N:15]2[CH2:14][CH2:13][O:12]1, predict the reactants needed to synthesize it. The reactants are: C1(C[N:8]2[CH2:17][CH2:16][N:15]3[C@H:10]([CH2:11][O:12][CH2:13][CH2:14]3)[CH2:9]2)C=CC=CC=1.[ClH:18].